From a dataset of Reaction yield outcomes from USPTO patents with 853,638 reactions. Predict the reaction yield, written as a fraction of the theoretical maximum amount of product (1.0 means a 100% yield; for example, 0.34 means a 34% yield). (1) The reactants are B(Br)(Br)Br.[CH:5]1([C:8]2[CH:13]=[CH:12][C:11]([O:14]C)=[C:10]([CH3:16])[CH:9]=2)[CH2:7][CH2:6]1. The catalyst is C(Cl)Cl. The product is [CH:5]1([C:8]2[CH:13]=[CH:12][C:11]([OH:14])=[C:10]([CH3:16])[CH:9]=2)[CH2:7][CH2:6]1. The yield is 0.590. (2) The reactants are N[C:2]1[C:3]([C:10]([O:12][CH3:13])=[O:11])=[N:4][C:5]([Cl:9])=[CH:6][C:7]=1[Cl:8].N([O-])=O.[Na+].[I-:18].[Na+].S(=O)(O)[O-].[Na+]. The catalyst is Cl.O.ClCCl. The product is [Cl:8][C:7]1[CH:6]=[C:5]([Cl:9])[N:4]=[C:3]([C:10]([O:12][CH3:13])=[O:11])[C:2]=1[I:18]. The yield is 0.330. (3) The reactants are CS([C:5]1[N:6]=[CH:7][C:8]2[C:17]3[CH:16]=[CH:15][C:14]([C:18]([O:20]C)=[O:19])=[CH:13][C:12]=3[N:11]=[C:10]([NH:22][C:23]3[CH:28]=[CH:27][CH:26]=[CH:25][CH:24]=3)[C:9]=2[N:29]=1)(=O)=O.Cl.CN.C[CH2:34][N:35](C(C)C)C(C)C.[Li+].[OH-]. The catalyst is CN(C=O)C.O.CO.C1COCC1. The product is [CH3:34][NH:35][C:5]1[N:6]=[CH:7][C:8]2[C:17]3[CH:16]=[CH:15][C:14]([C:18]([OH:20])=[O:19])=[CH:13][C:12]=3[N:11]=[C:10]([NH:22][C:23]3[CH:28]=[CH:27][CH:26]=[CH:25][CH:24]=3)[C:9]=2[N:29]=1. The yield is 0.740.